Dataset: Forward reaction prediction with 1.9M reactions from USPTO patents (1976-2016). Task: Predict the product of the given reaction. (1) Given the reactants [Br:1][C:2]1[CH:3]=[C:4]([N+:11]([O-])=O)[CH:5]=[C:6]2[C:10]=1[NH:9][N:8]=[CH:7]2.CO, predict the reaction product. The product is: [Br:1][C:2]1[CH:3]=[C:4]([NH2:11])[CH:5]=[C:6]2[C:10]=1[NH:9][N:8]=[CH:7]2. (2) Given the reactants [CH3:1][C:2]1([CH3:25])[C:6]([C:7]2[C:8]([O:18]C3CCCCO3)=[CH:9][C:10]([F:17])=[C:11]([CH:16]=2)[C:12]([O:14][CH3:15])=[O:13])=[CH:5][CH2:4][CH2:3]1.CC1C=CC(S([O-])(=O)=O)=CC=1.C1C=C[NH+]=CC=1, predict the reaction product. The product is: [CH3:1][C:2]1([CH3:25])[C:6]([C:7]2[C:8]([OH:18])=[CH:9][C:10]([F:17])=[C:11]([CH:16]=2)[C:12]([O:14][CH3:15])=[O:13])=[CH:5][CH2:4][CH2:3]1. (3) Given the reactants [CH2:1]([O:3][C:4](=[O:32])[CH2:5][NH:6][CH2:7][C:8]1[CH:13]=[CH:12][CH:11]=[C:10]([O:14][CH2:15][C:16]2[N:17]=[C:18]([C:22]3[CH:27]=[CH:26][C:25]([C:28]([F:31])([F:30])[F:29])=[CH:24][CH:23]=3)[O:19][C:20]=2[CH3:21])[CH:9]=1)[CH3:2].[CH2:33]([N:35]([CH2:40][CH3:41])[S:36](Cl)(=[O:38])=[O:37])[CH3:34].C(N(CC)CC)C, predict the reaction product. The product is: [CH2:1]([O:3][C:4](=[O:32])[CH2:5][N:6]([S:36]([N:35]([CH2:40][CH3:41])[CH2:33][CH3:34])(=[O:38])=[O:37])[CH2:7][C:8]1[CH:13]=[CH:12][CH:11]=[C:10]([O:14][CH2:15][C:16]2[N:17]=[C:18]([C:22]3[CH:23]=[CH:24][C:25]([C:28]([F:31])([F:30])[F:29])=[CH:26][CH:27]=3)[O:19][C:20]=2[CH3:21])[CH:9]=1)[CH3:2]. (4) Given the reactants FC1C=CC(C2C=NC(N3CCN(S(C[C@H](C(C)C)C([NH:27][OH:28])=O)(=O)=O)CC3)=NC=2)=CC=1.[Cl:32][C:33]1[CH:34]=[C:35]([C:40]2[CH:41]=[N:42][C:43]([N:46]3[CH2:51][CH2:50][N:49]([S:52]([CH2:55][C@H:56]([CH:60]([CH3:62])[CH3:61])[C:57](O)=[O:58])(=[O:54])=[O:53])[CH2:48][CH2:47]3)=[N:44][CH:45]=2)[CH:36]=[CH:37][C:38]=1[Cl:39], predict the reaction product. The product is: [Cl:32][C:33]1[CH:34]=[C:35]([C:40]2[CH:41]=[N:42][C:43]([N:46]3[CH2:47][CH2:48][N:49]([S:52]([CH2:55][C@H:56]([CH:60]([CH3:61])[CH3:62])[C:57]([NH:27][OH:28])=[O:58])(=[O:53])=[O:54])[CH2:50][CH2:51]3)=[N:44][CH:45]=2)[CH:36]=[CH:37][C:38]=1[Cl:39]. (5) Given the reactants [CH3:1][O:2][C:3]1[C:10]([C:11]2[N:15]([CH2:16][O:17][CH2:18][CH2:19][Si:20]([CH3:23])([CH3:22])[CH3:21])[N:14]=[CH:13][C:12]=2[N+:24]([O-])=O)=[CH:9][C:6]([C:7]#[N:8])=[CH:5][N:4]=1, predict the reaction product. The product is: [NH2:24][C:12]1[CH:13]=[N:14][N:15]([CH2:16][O:17][CH2:18][CH2:19][Si:20]([CH3:21])([CH3:23])[CH3:22])[C:11]=1[C:10]1[C:3]([O:2][CH3:1])=[N:4][CH:5]=[C:6]([CH:9]=1)[C:7]#[N:8]. (6) Given the reactants [F:1][C:2]1[C:7]([N:8]2[CH:17]=[CH:16][C:15]3[C:10](=[CH:11][CH:12]=[CH:13][C:14]=3[N+:18]([O-])=O)[C:9]2=[O:21])=[CH:6][CH:5]=[CH:4][N:3]=1.CO, predict the reaction product. The product is: [NH2:18][C:14]1[CH:13]=[CH:12][CH:11]=[C:10]2[C:15]=1[CH:16]=[CH:17][N:8]([C:7]1[C:2]([F:1])=[N:3][CH:4]=[CH:5][CH:6]=1)[C:9]2=[O:21]. (7) The product is: [N:32]([CH2:12][C@H:13]1[CH2:22][CH2:21][C:20]2[C:15](=[C:16]([C:24]3[CH:29]=[CH:28][CH:27]=[CH:26][C:25]=3[O:30][CH3:31])[CH:17]=[C:18]([F:23])[CH:19]=2)[O:14]1)=[N+:33]=[N-:34]. Given the reactants CC1C=CC(S(O[CH2:12][C@H:13]2[CH:22]=[CH:21][C:20]3[C:15](=[C:16]([C:24]4[CH:29]=[CH:28][CH:27]=[CH:26][C:25]=4[O:30][CH3:31])[CH:17]=[C:18]([F:23])[CH:19]=3)[O:14]2)(=O)=O)=CC=1.[N-:32]=[N+:33]=[N-:34].[Na+], predict the reaction product. (8) Given the reactants [Li]CCCC.C(NC(C)C)(C)C.[CH3:13][C:14]1[N:22]=[CH:21][CH:20]=[CH:19][C:15]=1[C:16]([OH:18])=[O:17].Br[CH2:24][CH2:25][CH2:26][C:27]1[CH:32]=[CH:31][C:30]([F:33])=[CH:29][CH:28]=1.Cl, predict the reaction product. The product is: [F:33][C:30]1[CH:31]=[CH:32][C:27]([CH2:26][CH2:25][CH2:24][CH2:13][C:14]2[N:22]=[CH:21][CH:20]=[CH:19][C:15]=2[C:16]([OH:18])=[O:17])=[CH:28][CH:29]=1. (9) Given the reactants [Br:1][C:2]1[CH:3]=[C:4]2[C:9](=[N:10][CH:11]=1)[N:8]([CH2:12][CH3:13])[CH:7]=[C:6]([C:14]([OH:16])=[O:15])[C:5]2=[O:17].[CH2:18](O)[CH2:19][OH:20].C1(P(C2C=CC=CC=2)C2C=CC=CC=2)C=CC=CC=1.N(C(OCC)=O)=NC(OCC)=O, predict the reaction product. The product is: [Br:1][C:2]1[CH:3]=[C:4]2[C:9](=[N:10][CH:11]=1)[N:8]([CH2:12][CH3:13])[CH:7]=[C:6]([C:14]([O:16][CH2:18][CH2:19][OH:20])=[O:15])[C:5]2=[O:17].